Dataset: Peptide-MHC class I binding affinity with 185,985 pairs from IEDB/IMGT. Task: Regression. Given a peptide amino acid sequence and an MHC pseudo amino acid sequence, predict their binding affinity value. This is MHC class I binding data. (1) The peptide sequence is AYPKWKFFL. The MHC is HLA-C04:01 with pseudo-sequence HLA-C04:01. The binding affinity (normalized) is 0.0847. (2) The peptide sequence is TLALEVARQK. The MHC is HLA-B07:02 with pseudo-sequence HLA-B07:02. The binding affinity (normalized) is 0. (3) The peptide sequence is WLKHIEKNY. The MHC is HLA-A11:01 with pseudo-sequence HLA-A11:01. The binding affinity (normalized) is 0.0847. (4) The peptide sequence is TYNDHIVNL. The MHC is HLA-A29:02 with pseudo-sequence HLA-A29:02. The binding affinity (normalized) is 0. (5) The peptide sequence is WTIGYDTIY. The MHC is HLA-B39:01 with pseudo-sequence HLA-B39:01. The binding affinity (normalized) is 0.0847. (6) The peptide sequence is IHPAQTSQW. The MHC is Mamu-B17 with pseudo-sequence Mamu-B17. The binding affinity (normalized) is 0.614. (7) The peptide sequence is EMVDVSMMSM. The binding affinity (normalized) is 0.317. The MHC is HLA-A02:02 with pseudo-sequence HLA-A02:02.